From a dataset of Forward reaction prediction with 1.9M reactions from USPTO patents (1976-2016). Predict the product of the given reaction. (1) Given the reactants [Cl:1][C:2]1[S:6][C:5]([S:7]([N:10](S(C2SC(Cl)=CC=2)(=O)=O)[C:11]2[C:19]3[C:14](=[CH:15][CH:16]=[CH:17][C:18]=3[O:20][CH3:21])[N:13]([CH2:22][C:23]3[CH:28]=[CH:27][C:26]([CH2:29][NH:30][C:31](=[O:37])[O:32][C:33]([CH3:36])([CH3:35])[CH3:34])=[CH:25][CH:24]=3)[N:12]=2)(=[O:9])=[O:8])=[CH:4][CH:3]=1.[OH-].[Na+], predict the reaction product. The product is: [Cl:1][C:2]1[S:6][C:5]([S:7]([NH:10][C:11]2[C:19]3[C:14](=[CH:15][CH:16]=[CH:17][C:18]=3[O:20][CH3:21])[N:13]([CH2:22][C:23]3[CH:28]=[CH:27][C:26]([CH2:29][NH:30][C:31](=[O:37])[O:32][C:33]([CH3:35])([CH3:34])[CH3:36])=[CH:25][CH:24]=3)[N:12]=2)(=[O:8])=[O:9])=[CH:4][CH:3]=1. (2) Given the reactants [O:1]1[C:5]2=[CH:6][N:7]=[CH:8][CH:9]=[C:4]2[CH:3]=[C:2]1[C:10]([OH:12])=O.[O:13]1[CH2:18][CH2:17][CH:16]([S:19]([C:22]2[CH:23]=[CH:24][C:25]([CH2:28][NH2:29])=[N:26][CH:27]=2)(=[O:21])=[O:20])[CH2:15][CH2:14]1.CCN=C=NCCCN(C)C.C(N(CC)CC)C.C1C=CC2N(O)N=NC=2C=1, predict the reaction product. The product is: [O:13]1[CH2:18][CH2:17][CH:16]([S:19]([C:22]2[CH:23]=[CH:24][C:25]([CH2:28][NH:29][C:10]([C:2]3[O:1][C:5]4=[CH:6][N:7]=[CH:8][CH:9]=[C:4]4[CH:3]=3)=[O:12])=[N:26][CH:27]=2)(=[O:21])=[O:20])[CH2:15][CH2:14]1. (3) Given the reactants [CH3:1][O:2][C:3](=[O:13])[C:4]1[C:9]([O:10][CH3:11])=[CH:8][C:7](Cl)=[N:6][CH:5]=1.[CH2:14]([C:16]1[CH:21]=[CH:20][CH:19]=[C:18]([CH2:22][CH3:23])[C:17]=1B(O)O)[CH3:15].C([O-])([O-])=O.[Na+].[Na+].CCCCCC, predict the reaction product. The product is: [CH3:1][O:2][C:3](=[O:13])[C:4]1[C:9]([O:10][CH3:11])=[CH:8][C:7]([C:17]2[C:18]([CH2:22][CH3:23])=[CH:19][CH:20]=[CH:21][C:16]=2[CH2:14][CH3:15])=[N:6][CH:5]=1. (4) The product is: [C:9]([C:8]1[CH:7]=[CH:6][C:5]([N:15]2[CH2:16][CH2:17][N:18]([CH3:21])[CH2:19][CH2:20]2)=[CH:4][C:3]=1[O:2][CH3:1])#[CH:10]. Given the reactants [CH3:1][O:2][C:3]1[CH:4]=[C:5]([N:15]2[CH2:20][CH2:19][N:18]([CH3:21])[CH2:17][CH2:16]2)[CH:6]=[CH:7][C:8]=1[C:9]#[C:10][Si](C)(C)C.C(=O)([O-])[O-].[K+].[K+], predict the reaction product. (5) Given the reactants [CH3:1][O:2][C:3]1[CH:15]=[CH:14][C:6]2[C:7]([CH2:10][C:11](O)=[O:12])=[CH:8][O:9][C:5]=2[CH:4]=1.[H-].[H-].[H-].[H-].[Li+].[Al+3], predict the reaction product. The product is: [CH3:1][O:2][C:3]1[CH:15]=[CH:14][C:6]2[C:7]([CH2:10][CH2:11][OH:12])=[CH:8][O:9][C:5]=2[CH:4]=1. (6) Given the reactants [Cl:1][C:2]1[C:7]2[O:8][C:9]3[C:18]([CH3:19])=[CH:17][C:16]([C:20]([OH:22])=[O:21])=[CH:15][C:10]=3[S:11](=[O:14])(=[O:13])[CH2:12][C:6]=2[CH:5]=[C:4]([S:23](Cl)(=[O:25])=[O:24])[CH:3]=1.[NH:27]1[CH2:32][CH2:31][O:30][CH2:29][CH2:28]1.O, predict the reaction product. The product is: [Cl:1][C:2]1[C:7]2[O:8][C:9]3[C:18]([CH3:19])=[CH:17][C:16]([C:20]([OH:22])=[O:21])=[CH:15][C:10]=3[S:11](=[O:14])(=[O:13])[CH2:12][C:6]=2[CH:5]=[C:4]([S:23]([N:27]2[CH2:32][CH2:31][O:30][CH2:29][CH2:28]2)(=[O:25])=[O:24])[CH:3]=1.